Regression. Given a peptide amino acid sequence and an MHC pseudo amino acid sequence, predict their binding affinity value. This is MHC class II binding data. From a dataset of Peptide-MHC class II binding affinity with 134,281 pairs from IEDB. (1) The peptide sequence is QQYTAALSPILFECL. The MHC is DRB1_0401 with pseudo-sequence DRB1_0401. The binding affinity (normalized) is 0.804. (2) The peptide sequence is YDKFLANVSTVLTGG. The MHC is DRB1_1302 with pseudo-sequence DRB1_1302. The binding affinity (normalized) is 0.917.